From a dataset of Reaction yield outcomes from USPTO patents with 853,638 reactions. Predict the reaction yield, written as a fraction of the theoretical maximum amount of product (1.0 means a 100% yield; for example, 0.34 means a 34% yield). (1) The reactants are [CH3:1][C:2]1[NH:3][C:4](=O)[C:5]2[C:10]3[CH2:11][CH2:12][CH2:13][CH2:14][C:9]=3[S:8][C:6]=2[N:7]=1.O=P(Cl)(Cl)[Cl:18].C(Cl)(Cl)Cl.CCCCCC. The catalyst is C(OC(=O)C)(=O)C. The product is [Cl:18][C:4]1[C:5]2[C:10]3[CH2:11][CH2:12][CH2:13][CH2:14][C:9]=3[S:8][C:6]=2[N:7]=[C:2]([CH3:1])[N:3]=1. The yield is 0.810. (2) The reactants are C[O:2][C:3]([C:5]1[C:6]2[CH:7]=[N:8][N:9]([CH2:15][CH3:16])[C:10]=2[CH:11]=[C:12]([Br:14])[CH:13]=1)=[O:4].O[Li].O. The catalyst is C1COCC1.O. The product is [Br:14][C:12]1[CH:13]=[C:5]([C:3]([OH:4])=[O:2])[C:6]2[CH:7]=[N:8][N:9]([CH2:15][CH3:16])[C:10]=2[CH:11]=1. The yield is 0.680. (3) The reactants are CN1CCOCC1.[C:8]([O:12][C:13]([N:15]1[CH2:20][CH2:19][CH:18]([C:21]([OH:23])=O)[CH2:17][CH2:16]1)=[O:14])([CH3:11])([CH3:10])[CH3:9].ClC(OCC(C)C)=O.Cl.[NH2:33][CH2:34][C:35]([C:37]1[CH:42]=[CH:41][CH:40]=[C:39]([C:43]([F:46])([F:45])[F:44])[CH:38]=1)=[O:36]. The catalyst is C1COCC1. The product is [O:36]=[C:35]([C:37]1[CH:42]=[CH:41][CH:40]=[C:39]([C:43]([F:44])([F:45])[F:46])[CH:38]=1)[CH2:34][NH:33][C:21]([CH:18]1[CH2:17][CH2:16][N:15]([C:13]([O:12][C:8]([CH3:9])([CH3:10])[CH3:11])=[O:14])[CH2:20][CH2:19]1)=[O:23]. The yield is 0.600.